From a dataset of Reaction yield outcomes from USPTO patents with 853,638 reactions. Predict the reaction yield, written as a fraction of the theoretical maximum amount of product (1.0 means a 100% yield; for example, 0.34 means a 34% yield). (1) The reactants are Cl.C(OC([NH:9][C:10]1[CH:15]=[CH:14][CH:13]=[CH:12][C:11]=1[NH:16][C:17](=[O:37])[C:18]1[CH:23]=[CH:22][C:21]([CH:24]2[CH2:29][CH2:28][N:27](C(OC(C)(C)C)=O)[CH2:26][CH2:25]2)=[CH:20][CH:19]=1)=O)(C)(C)C. The catalyst is O1CCOCC1. The product is [NH2:9][C:10]1[CH:15]=[CH:14][CH:13]=[CH:12][C:11]=1[NH:16][C:17](=[O:37])[C:18]1[CH:23]=[CH:22][C:21]([CH:24]2[CH2:29][CH2:28][NH:27][CH2:26][CH2:25]2)=[CH:20][CH:19]=1. The yield is 0.820. (2) The reactants are COC1C=CC(C([NH:20][C:21]2[N:29]=[CH:28][N:27]=[C:26]3[C:22]=2[N:23]=[CH:24][N:25]3[C@H:30]2[O:35][C@@H:34]([CH2:36][O:37]C(C3C=CC=CC=3)(C3C=CC=CC=3)C3C=CC(OC)=CC=3)[C@H:32]([OH:33])[CH2:31]2)(C2C=CC=CC=2)C2C=CC=CC=2)=CC=1. The catalyst is C(O)(=O)C. The product is [CH2:31]1[C@@H:30]([N:25]2[C:26]3[N:27]=[CH:28][N:29]=[C:21]([NH2:20])[C:22]=3[N:23]=[CH:24]2)[O:35][C@@H:34]([CH2:36][OH:37])[C@@H:32]1[OH:33]. The yield is 0.830. (3) The reactants are C(O[C:6](=O)[N:7]([CH:9]([CH2:35][CH:36]1[CH2:41][CH2:40][CH2:39][O:38][CH2:37]1)[CH2:10][NH:11][C:12](=[O:34])[C:13]1[CH:18]=[CH:17][CH:16]=[C:15]([CH:19]([O:26][CH2:27][CH2:28][NH:29][C:30](OC)=[O:31])[C:20]2[CH:25]=[CH:24][CH:23]=[CH:22][CH:21]=2)[CH:14]=1)C)(C)(C)C.[O:43]1CCO[CH2:45][CH2:44]1. The catalyst is Cl. The product is [CH3:6][NH:7][C@@H:9]([CH2:35][C@H:36]1[CH2:41][CH2:40][CH2:39][O:38][CH2:37]1)[CH2:10][NH:11][C:12]([C:13]1[CH:14]=[C:15]([CH:19]([C:20]2[CH:21]=[CH:22][CH:23]=[CH:24][CH:25]=2)[O:26][CH2:27][CH2:28][NH:29][C:30](=[O:31])[O:43][CH2:44][CH3:45])[CH:16]=[CH:17][CH:18]=1)=[O:34]. The yield is 0.230.